This data is from Forward reaction prediction with 1.9M reactions from USPTO patents (1976-2016). The task is: Predict the product of the given reaction. (1) Given the reactants [C:1]1([C:7]2([CH2:13]OS(C)(=O)=O)[CH2:12][CH2:11][CH2:10][CH2:9][CH2:8]2)[CH:6]=[CH:5][CH:4]=[CH:3][CH:2]=1.[C-:19]#[N:20].[Na+], predict the reaction product. The product is: [C:1]1([C:7]2([CH2:13][C:19]#[N:20])[CH2:12][CH2:11][CH2:10][CH2:9][CH2:8]2)[CH:6]=[CH:5][CH:4]=[CH:3][CH:2]=1. (2) Given the reactants [OH:1][CH2:2][C:3]1[CH:4]=[C:5]([CH:10]=[C:11]([O:13][CH3:14])[CH:12]=1)[C:6]([O:8][CH3:9])=[O:7].CC(OI1(OC(C)=O)(OC(C)=O)OC(=O)C2C=CC=CC1=2)=O.[O-]S([O-])(=S)=O.[Na+].[Na+].C([O-])(O)=O.[Na+], predict the reaction product. The product is: [CH:2]([C:3]1[CH:4]=[C:5]([CH:10]=[C:11]([O:13][CH3:14])[CH:12]=1)[C:6]([O:8][CH3:9])=[O:7])=[O:1]. (3) Given the reactants [CH:1]1([C:4](Cl)=[O:5])[CH2:3][CH2:2]1.[O:7]1[CH:11]=[CH:10][CH:9]=[C:8]1[C:12]1[N:17]=[C:16]([NH2:18])[CH:15]=[N:14][C:13]=1[C:19]1[CH:24]=[CH:23][N:22]=[C:21]([CH3:25])[N:20]=1, predict the reaction product. The product is: [O:7]1[CH:11]=[CH:10][CH:9]=[C:8]1[C:12]1[N:17]=[C:16]([NH:18][C:4]([CH:1]2[CH2:3][CH2:2]2)=[O:5])[CH:15]=[N:14][C:13]=1[C:19]1[CH:24]=[CH:23][N:22]=[C:21]([CH3:25])[N:20]=1. (4) Given the reactants C([O-])([O-])=O.[Na+].[Na+].[C:7]([O:11][C:12]([N:14]1[CH2:19][CH2:18][CH:17]([N:20]([CH:30]2[CH2:32][CH2:31]2)[C:21](=[O:29])[C:22]2[CH:27]=[CH:26][C:25](I)=[CH:24][CH:23]=2)[CH2:16][CH2:15]1)=[O:13])([CH3:10])([CH3:9])[CH3:8].[CH3:33][S:34]([CH2:37][C:38]1[CH:43]=[CH:42][C:41](B(O)O)=[CH:40][CH:39]=1)(=[O:36])=[O:35], predict the reaction product. The product is: [C:7]([O:11][C:12]([N:14]1[CH2:19][CH2:18][CH:17]([N:20]([CH:30]2[CH2:32][CH2:31]2)[C:21]([C:22]2[CH:27]=[CH:26][C:25]([C:41]3[CH:40]=[CH:39][C:38]([CH2:37][S:34]([CH3:33])(=[O:36])=[O:35])=[CH:43][CH:42]=3)=[CH:24][CH:23]=2)=[O:29])[CH2:16][CH2:15]1)=[O:13])([CH3:10])([CH3:9])[CH3:8]. (5) Given the reactants [F:1][C:2]1[CH:3]=[C:4]([CH:31]=[CH:32][C:33]=1[F:34])[CH2:5][N:6]1[CH2:11][CH2:10][C:9]([CH2:13][C:14]2[CH:30]=[CH:29][CH:28]=[CH:27][C:15]=2[C:16]([NH:18][C:19]2[CH:24]=[CH:23][C:22]([O:25][CH3:26])=[CH:21][CH:20]=2)=[O:17])(O)[CH2:8][CH2:7]1.[OH-].[Na+], predict the reaction product. The product is: [F:1][C:2]1[CH:3]=[C:4]([CH:31]=[CH:32][C:33]=1[F:34])[CH2:5][N:6]1[CH2:11][CH2:10][C:9]2([CH2:13][C:14]3[C:15](=[CH:27][CH:28]=[CH:29][CH:30]=3)[C:16](=[O:17])[N:18]2[C:19]2[CH:24]=[CH:23][C:22]([O:25][CH3:26])=[CH:21][CH:20]=2)[CH2:8][CH2:7]1. (6) Given the reactants [CH3:1][NH2:2].CC1C=CC(S(O[CH2:14][C@H:15]2[O:20][CH2:19][CH2:18][N:17]([C:21]3[CH:26]=[C:25]([Br:27])[CH:24]=[CH:23][N:22]=3)[CH2:16]2)(=O)=O)=CC=1, predict the reaction product. The product is: [Br:27][C:25]1[CH:24]=[CH:23][N:22]=[C:21]([N:17]2[CH2:18][CH2:19][O:20][C@H:15]([CH2:14][NH:2][CH3:1])[CH2:16]2)[CH:26]=1.